Dataset: Catalyst prediction with 721,799 reactions and 888 catalyst types from USPTO. Task: Predict which catalyst facilitates the given reaction. (1) Reactant: [OH:1][C:2]([C:5]1[CH:10]=[CH:9][C:8]([C:11]2[N:12](C3CCCCO3)[C:13]3[C:18]([N:19]=2)=[C:17]([C:20]2[CH:21]=[CH:22][C:23]([O:28][CH:29]4[CH2:34][CH2:33][O:32][CH2:31][CH2:30]4)=[C:24]([CH:27]=2)[C:25]#[N:26])[N:16]=[CH:15][N:14]=3)=[CH:7][CH:6]=1)([CH3:4])[CH3:3].C(O)(C(F)(F)F)=O.C(=O)(O)[O-].[Na+]. Product: [OH:1][C:2]([C:5]1[CH:6]=[CH:7][C:8]([C:11]2[NH:12][C:13]3[C:18]([N:19]=2)=[C:17]([C:20]2[CH:21]=[CH:22][C:23]([O:28][CH:29]4[CH2:30][CH2:31][O:32][CH2:33][CH2:34]4)=[C:24]([CH:27]=2)[C:25]#[N:26])[N:16]=[CH:15][N:14]=3)=[CH:9][CH:10]=1)([CH3:4])[CH3:3]. The catalyst class is: 10. (2) Reactant: Cl[CH2:2][CH2:3][NH:4][C:5]([NH:7][C:8]1[N:9]=[N:10][C:11]([N:14]2[CH2:19][CH2:18][N:17]([C:20](=[O:31])[C:21]3[CH:26]=[CH:25][CH:24]=[CH:23][C:22]=3[C:27]([F:30])([F:29])[F:28])[CH2:16][CH2:15]2)=[CH:12][CH:13]=1)=[O:6].[OH-].[K+]. Product: [F:28][C:27]([F:30])([F:29])[C:22]1[CH:23]=[CH:24][CH:25]=[CH:26][C:21]=1[C:20]([N:17]1[CH2:18][CH2:19][N:14]([C:11]2[N:10]=[N:9][C:8]([N:7]3[CH2:2][CH2:3][NH:4][C:5]3=[O:6])=[CH:13][CH:12]=2)[CH2:15][CH2:16]1)=[O:31]. The catalyst class is: 51.